Dataset: Reaction yield outcomes from USPTO patents with 853,638 reactions. Task: Predict the reaction yield, written as a fraction of the theoretical maximum amount of product (1.0 means a 100% yield; for example, 0.34 means a 34% yield). (1) The reactants are [SH:1][C:2]1[NH:3][C:4]2[CH:10]=[C:9]([F:11])[CH:8]=[CH:7][C:5]=2[N:6]=1.[H-].[Na+].[N+]([C:17]1[O:21][C:20]([CH:22]=[O:23])=[CH:19][CH:18]=1)([O-])=O. The catalyst is O1CCCC1. The product is [F:11][C:9]1[CH:8]=[CH:7][C:5]2[NH:6][C:2]([S:1][C:17]3[O:21][C:20]([CH:22]=[O:23])=[CH:19][CH:18]=3)=[N:3][C:4]=2[CH:10]=1. The yield is 0.200. (2) The reactants are Br[C:2]1[CH:7]=[CH:6][C:5]([CH:8]([C:10]2[CH:15]=[CH:14][CH:13]=[CH:12][CH:11]=2)[OH:9])=[CH:4][CH:3]=1.[F:16][C:17]1[CH:22]=[CH:21][C:20](B(O)O)=[CH:19][CH:18]=1.CC1C(P(C2C(C)=CC=CC=2)C2C(C)=CC=CC=2)=CC=CC=1.C(=O)([O-])[O-].[K+].[K+]. The catalyst is C1C=CC([P]([Pd]([P](C2C=CC=CC=2)(C2C=CC=CC=2)C2C=CC=CC=2)([P](C2C=CC=CC=2)(C2C=CC=CC=2)C2C=CC=CC=2)[P](C2C=CC=CC=2)(C2C=CC=CC=2)C2C=CC=CC=2)(C2C=CC=CC=2)C2C=CC=CC=2)=CC=1.O.COCCOC. The product is [F:16][C:17]1[CH:22]=[CH:21][C:20]([C:2]2[CH:7]=[CH:6][C:5]([CH:8]([C:10]3[CH:15]=[CH:14][CH:13]=[CH:12][CH:11]=3)[OH:9])=[CH:4][CH:3]=2)=[CH:19][CH:18]=1. The yield is 0.570.